From a dataset of Forward reaction prediction with 1.9M reactions from USPTO patents (1976-2016). Predict the product of the given reaction. Given the reactants Cl[C:2]1[CH:3]=[C:4]2[CH2:25][C:9]3([CH2:24][C:11]4([CH2:16][CH2:15][N:14]([C:17]([O:19][C:20]([CH3:23])([CH3:22])[CH3:21])=[O:18])[CH2:13][CH2:12]4)[CH2:10]3)[O:8][C:5]2=[CH:6][N:7]=1.[CH2:26]([NH:28][C:29]([C:31]1[CH:36]=[CH:35][C:34](B(O)O)=[CH:33][CH:32]=1)=[O:30])[CH3:27], predict the reaction product. The product is: [CH2:26]([NH:28][C:29]([C:31]1[CH:36]=[CH:35][C:34]([C:2]2[CH:3]=[C:4]3[CH2:25][C:9]4([CH2:24][C:11]5([CH2:12][CH2:13][N:14]([C:17]([O:19][C:20]([CH3:21])([CH3:23])[CH3:22])=[O:18])[CH2:15][CH2:16]5)[CH2:10]4)[O:8][C:5]3=[CH:6][N:7]=2)=[CH:33][CH:32]=1)=[O:30])[CH3:27].